Dataset: Full USPTO retrosynthesis dataset with 1.9M reactions from patents (1976-2016). Task: Predict the reactants needed to synthesize the given product. (1) Given the product [CH3:24][O:25][CH2:26][C:27]([NH:2][NH:1][C:3]1[N:12]=[C:11]([C:13]([F:16])([F:14])[F:15])[CH:10]=[CH:9][C:4]=1[C:5]([O:7][CH3:8])=[O:6])=[O:28], predict the reactants needed to synthesize it. The reactants are: [NH:1]([C:3]1[N:12]=[C:11]([C:13]([F:16])([F:15])[F:14])[CH:10]=[CH:9][C:4]=1[C:5]([O:7][CH3:8])=[O:6])[NH2:2].C(N(CC)CC)C.[CH3:24][O:25][CH2:26][C:27](Cl)=[O:28]. (2) Given the product [Br:35][CH2:36][CH2:37][CH2:38][O:19][C:16]1[CH:17]=[C:18]2[C:13](=[CH:14][C:15]=1[O:20][CH3:21])[N:12]=[CH:11][N:10]=[C:9]2[O:8][C:6]1[CH:5]=[CH:4][C:3]([NH:22][C:23]([NH:25][CH2:26][CH2:27][CH3:28])=[O:24])=[C:2]([Cl:1])[CH:7]=1, predict the reactants needed to synthesize it. The reactants are: [Cl:1][C:2]1[CH:7]=[C:6]([O:8][C:9]2[C:18]3[C:13](=[CH:14][C:15]([O:20][CH3:21])=[C:16]([OH:19])[CH:17]=3)[N:12]=[CH:11][N:10]=2)[CH:5]=[CH:4][C:3]=1[NH:22][C:23]([NH:25][CH2:26][CH2:27][CH3:28])=[O:24].C(=O)([O-])[O-].[K+].[K+].[Br:35][CH2:36][CH2:37][CH2:38]Br. (3) Given the product [F:1][C:2]([F:7])([F:6])[CH2:3][CH2:4][S:5][CH2:35][CH2:34][CH2:33][CH2:32][CH2:31][CH2:30][CH2:29][CH2:28][CH2:27][CH2:26][C:25]([OH:37])=[O:36], predict the reactants needed to synthesize it. The reactants are: [F:1][C:2]([F:7])([F:6])[CH2:3][CH2:4][SH:5].N#N.C(O)C.CC(N=NC(C#N)(C)C)(C#N)C.[C:25]([OH:37])(=[O:36])[CH:26]=[CH:27][CH2:28][CH2:29][CH2:30][CH2:31][CH2:32][CH2:33][CH2:34][CH3:35]. (4) Given the product [CH2:12]([C:45]1([OH:52])[C:46]2[C:51](=[CH:50][CH:49]=[CH:48][CH:47]=2)[N:43]([CH2:42][C:41]2[CH:54]=[CH:55][C:38]([Cl:37])=[CH:39][CH:40]=2)[C:44]1=[O:53])[C:13]1[CH:18]=[CH:17][CH:16]=[CH:15][CH:14]=1, predict the reactants needed to synthesize it. The reactants are: C1OC2C(=CC=[C-]C=2)O1.[Mg+2].[Br-].[CH2:12]([Mg]Br)[C:13]1[CH:18]=[CH:17][CH:16]=[CH:15][CH:14]=1.C(N1C2C(=CC=CC=2)C(=O)C1=O)CCCC.[Cl:37][C:38]1[CH:55]=[CH:54][C:41]([CH2:42][N:43]2[C:51]3[C:46](=[CH:47][CH:48]=[CH:49][CH:50]=3)[C:45](=[O:52])[C:44]2=[O:53])=[CH:40][CH:39]=1. (5) Given the product [NH2:1][C:2]1[C:3]([N+:12]([O-:14])=[O:13])=[CH:4][C:5]([C:6]([O:8][CH3:9])=[O:7])=[CH:10][C:11]=1[Br:15], predict the reactants needed to synthesize it. The reactants are: [NH2:1][C:2]1[CH:11]=[CH:10][C:5]([C:6]([O:8][CH3:9])=[O:7])=[CH:4][C:3]=1[N+:12]([O-:14])=[O:13].[Br:15]Br. (6) Given the product [Cl:1][C:2]1[CH:7]=[C:6]([I:8])[CH:5]=[CH:4][C:3]=1[NH:9][C:10]1[C:23]([F:24])=[C:22]([F:25])[CH:21]=[CH:20][C:11]=1[C:12]([NH:14][O:15][CH2:16][CH:17]1[CH2:19][CH2:18]1)=[O:13], predict the reactants needed to synthesize it. The reactants are: [Cl:1][C:2]1[CH:7]=[C:6]([I:8])[CH:5]=[CH:4][C:3]=1[NH:9][C:10]1[C:23]([F:24])=[C:22]([F:25])[C:21](Cl)=[CH:20][C:11]=1[C:12]([NH:14][O:15][CH2:16][CH:17]1[CH2:19][CH2:18]1)=[O:13].IC1C=CC(NC2C(F)=C(F)C(Cl)=CC=2C(NOCC2CC2)=O)=CC=1.IC1C=CC(NC2C(F)=C(F)C(Cl)=CC=2C(O)=O)=CC=1.ClC1C=C(I)C=CC=1NC1C(F)=C(F)C(Cl)=CC=1C(O)=O.ClC1C(F)=C(F)C(NC2C=CC(I)=CC=2C)=C(C=1)C(O)=O.ClC1C(F)=C(F)C(NC2C=CC(I)=CC=2C)=C(C=1)C(NOCC1CC1)=O. (7) Given the product [C:1]([C@@H:9]1[CH2:14][C@@H:13]([N:29]2[CH:30]=[N:31][C:32]3[C:28]2=[N:27][CH:26]=[N:25][C:33]=3[NH2:34])[CH:12]=[CH:11][C@@H:10]1[CH2:16][C:17](=[O:24])[C:18]1[CH:23]=[CH:22][CH:21]=[CH:20][CH:19]=1)(=[O:8])[C:2]1[CH:7]=[CH:6][CH:5]=[CH:4][CH:3]=1, predict the reactants needed to synthesize it. The reactants are: [C:1]([C@@H:9]1[CH2:14][C@H:13](O)[CH:12]=[CH:11][C@@H:10]1[CH2:16][C:17](=[O:24])[C:18]1[CH:23]=[CH:22][CH:21]=[CH:20][CH:19]=1)(=[O:8])[C:2]1[CH:7]=[CH:6][CH:5]=[CH:4][CH:3]=1.[N:25]1[C:33]([NH2:34])=[C:32]2[C:28]([N:29]=[CH:30][NH:31]2)=[N:27][CH:26]=1.C1C=CC(P(C2C=CC=CC=2)C2C=CC=CC=2)=CC=1.CCOC(/N=N/C(OCC)=O)=O. (8) Given the product [Cl:25][CH2:26][CH2:27][C:28]([NH:7][C:6]1[C:2]([Cl:1])=[N:3][N:4]([C:8]2[CH:9]=[N:10][CH:11]=[CH:12][CH:13]=2)[CH:5]=1)=[O:29], predict the reactants needed to synthesize it. The reactants are: [Cl:1][C:2]1[C:6]([NH2:7])=[CH:5][N:4]([C:8]2[CH:9]=[N:10][CH:11]=[CH:12][CH:13]=2)[N:3]=1.C(OCC)(=O)C.C(=O)(O)[O-].[Na+].[Cl:25][CH2:26][CH2:27][C:28](Cl)=[O:29]. (9) Given the product [CH3:42][C:41]([CH3:44])([CH3:43])[C:40]([O:46][CH2:47][O:23][C:22]([C:12]1[S:13][C:14]([C:16]2[CH:21]=[CH:20][CH:19]=[CH:18][CH:17]=2)=[CH:15][C:11]=1[N:10]([C:8]([CH:5]1[CH2:4][CH2:3][CH:2]([CH3:1])[CH2:7][CH2:6]1)=[O:9])[CH:25]1[CH2:26][CH2:27][N:28]([CH3:31])[CH2:29][CH2:30]1)=[O:24])=[O:45], predict the reactants needed to synthesize it. The reactants are: [CH3:1][CH:2]1[CH2:7][CH2:6][CH:5]([C:8]([N:10]([CH:25]2[CH2:30][CH2:29][N:28]([CH3:31])[CH2:27][CH2:26]2)[C:11]2[CH:15]=[C:14]([C:16]3[CH:21]=[CH:20][CH:19]=[CH:18][CH:17]=3)[S:13][C:12]=2[C:22]([OH:24])=[O:23])=[O:9])[CH2:4][CH2:3]1.C(=O)([O-])[O-].[Cs+].[Cs+].[I-].[Na+].[C:40]([O:46][CH2:47]Cl)(=[O:45])[C:41]([CH3:44])([CH3:43])[CH3:42]. (10) Given the product [NH2:2][C:3]1[C:4]2[C:14]([O:15][CH2:16][C@H:17]3[CH2:22][CH2:21][CH2:20][CH2:19][N:18]3[C:29]([C:26]3[CH:27]=[CH:28][N:23]=[N:24][CH:25]=3)=[O:30])=[CH:13][CH:12]=[CH:11][C:5]=2[NH:6][S:7](=[O:9])(=[O:10])[N:8]=1, predict the reactants needed to synthesize it. The reactants are: Cl.[NH2:2][C:3]1[C:4]2[C:14]([O:15][CH2:16][C@H:17]3[CH2:22][CH2:21][CH2:20][CH2:19][NH2+:18]3)=[CH:13][CH:12]=[CH:11][C:5]=2[NH:6][S:7](=[O:10])(=[O:9])[N:8]=1.[N:23]1[CH:28]=[CH:27][C:26]([C:29](O)=[O:30])=[CH:25][N:24]=1.